Dataset: Full USPTO retrosynthesis dataset with 1.9M reactions from patents (1976-2016). Task: Predict the reactants needed to synthesize the given product. (1) Given the product [CH:1]1([C:4]2[CH:9]=[CH:8][CH:7]=[C:6]([CH3:10])[C:5]=2[CH2:11][C:12]2[NH:17][CH2:16][CH2:15][N:18]=2)[CH2:3][CH2:2]1, predict the reactants needed to synthesize it. The reactants are: [CH:1]1([C:4]2[CH:9]=[CH:8][CH:7]=[C:6]([CH3:10])[C:5]=2[CH:11]=[C:12](Br)Br)[CH2:3][CH2:2]1.[CH2:15]([NH2:18])[CH2:16][NH2:17]. (2) Given the product [C:17]([O:16][C@@H:15]1[C@@H:14]([CH2:26][OH:27])[O:13][CH:11]([OH:12])[CH2:10][C@H:9]1[OH:8])(=[O:25])[CH:18]([CH2:19][CH2:20][CH3:21])[CH2:22][CH2:23][CH3:24], predict the reactants needed to synthesize it. The reactants are: C([O:8][C@H:9]1[C@H:15]([O:16][C:17](=[O:25])[CH:18]([CH2:22][CH2:23][CH3:24])[CH2:19][CH2:20][CH3:21])[C@@H:14]([CH2:26][O:27]CC2C=CC=CC=2)[O:13][CH:11]([OH:12])[CH2:10]1)C1C=CC=CC=1.[H][H]. (3) The reactants are: [F:1][C:2]1[CH:7]=[CH:6][C:5]([N:8]2[CH2:17][CH2:16][C:15]3[C:10](=[CH:11][CH:12]=[C:13]([OH:18])[CH:14]=3)[CH:9]2[CH2:19][C:20]2[CH:28]=[C:27]3[C:23]([CH:24]=[C:25]([C:29]([OH:31])=O)[NH:26]3)=[CH:22][CH:21]=2)=[CH:4][CH:3]=1.[CH3:32][NH:33][CH3:34].O1CCCC1. Given the product [F:1][C:2]1[CH:3]=[CH:4][C:5]([N:8]2[CH2:17][CH2:16][C:15]3[C:10](=[CH:11][CH:12]=[C:13]([OH:18])[CH:14]=3)[CH:9]2[CH2:19][C:20]2[CH:28]=[C:27]3[C:23]([CH:24]=[C:25]([C:29]([N:33]([CH3:34])[CH3:32])=[O:31])[NH:26]3)=[CH:22][CH:21]=2)=[CH:6][CH:7]=1, predict the reactants needed to synthesize it. (4) Given the product [C:1]([O:5][C:6]([N:8]1[C:17]2[C:12](=[CH:13][CH:14]=[CH:15][CH:16]=2)[C:11](=[O:18])[CH:10]([CH3:20])[CH2:9]1)=[O:7])([CH3:4])([CH3:2])[CH3:3], predict the reactants needed to synthesize it. The reactants are: [C:1]([O:5][C:6]([N:8]1[C:17]2[C:12](=[CH:13][CH:14]=[CH:15][CH:16]=2)[C:11](=[O:18])[CH2:10][CH2:9]1)=[O:7])([CH3:4])([CH3:3])[CH3:2].[Li+].[CH3:20]C([N-]C(C)C)C.IC. (5) Given the product [NH2:19][CH:17]([C:15]1[CH:14]=[C:13]([C:21]2[C:22]([N:41]([CH3:46])[S:42]([CH3:45])(=[O:43])=[O:44])=[CH:23][C:24]3[O:28][C:27]([C:29]4[CH:30]=[CH:31][C:32]([F:35])=[CH:33][CH:34]=4)=[C:26]([C:36]([NH:38][CH3:39])=[O:37])[C:25]=3[CH:40]=2)[CH:12]=[C:11]([C:9]2[O:10][C:6]3[CH:5]=[CH:4][CH:3]=[C:2]([F:1])[C:7]=3[N:8]=2)[CH:16]=1)[CH3:18], predict the reactants needed to synthesize it. The reactants are: [F:1][C:2]1[C:7]2[N:8]=[C:9]([C:11]3[CH:12]=[C:13]([C:21]4[C:22]([N:41]([CH3:46])[S:42]([CH3:45])(=[O:44])=[O:43])=[CH:23][C:24]5[O:28][C:27]([C:29]6[CH:34]=[CH:33][C:32]([F:35])=[CH:31][CH:30]=6)=[C:26]([C:36]([NH:38][CH3:39])=[O:37])[C:25]=5[CH:40]=4)[CH:14]=[C:15](/[C:17](=[N:19]\O)/[CH3:18])[CH:16]=3)[O:10][C:6]=2[CH:5]=[CH:4][CH:3]=1. (6) Given the product [CH3:64][O:65][C:66](=[O:80])[C:67]1[CH:68]=[CH:69][C:70]([O:73][CH2:74][CH2:75][CH2:76][CH2:77][CH2:78][NH:79][C:2]([NH:54][C:23]2[CH:22]=[C:21]([NH:20][C:19]([O:18][CH2:17][CH2:16][Si:15]([CH3:14])([CH3:56])[CH3:57])=[O:55])[CH:26]=[C:25]([CH3:27])[C:24]=2[C:28]2[CH:33]=[CH:32][CH:31]=[C:30]([S:34]([C:37]3[CH:41]=[C:40]([C:42]([NH:44][C:45]([O:47][C:48]([CH3:50])([CH3:51])[CH3:49])=[O:46])=[NH:43])[S:39][C:38]=3[S:52][CH3:53])(=[O:35])=[O:36])[CH:29]=2)=[O:3])=[CH:71][CH:72]=1, predict the reactants needed to synthesize it. The reactants are: Cl[C:2](OC1C=CC([N+]([O-])=O)=CC=1)=[O:3].[CH3:14][Si:15]([CH3:57])([CH3:56])[CH2:16][CH2:17][O:18][C:19](=[O:55])[NH:20][C:21]1[CH:26]=[C:25]([CH3:27])[C:24]([C:28]2[CH:33]=[CH:32][CH:31]=[C:30]([S:34]([C:37]3[CH:41]=[C:40]([C:42]([NH:44][C:45]([O:47][C:48]([CH3:51])([CH3:50])[CH3:49])=[O:46])=[NH:43])[S:39][C:38]=3[S:52][CH3:53])(=[O:36])=[O:35])[CH:29]=2)=[C:23]([NH2:54])[CH:22]=1.N1C=CC=CC=1.[CH3:64][O:65][C:66](=[O:80])[C:67]1[CH:72]=[CH:71][C:70]([O:73][CH2:74][CH2:75][CH2:76][CH2:77][CH2:78][NH2:79])=[CH:69][CH:68]=1. (7) Given the product [NH2:63][C:58]1[CH:57]=[C:56]([O:55][C:54]([F:53])([F:64])[F:65])[CH:61]=[CH:60][C:59]=1[NH:62][C:34](=[O:36])[CH2:33][CH2:32][CH:30]1[CH2:31][CH:28]([N:27]([CH2:26][C@@H:18]2[C@@H:19]3[C@@H:20]([O:21][C:22]([CH3:24])([CH3:25])[O:23]3)[C@H:16]([N:13]3[C:9]4[N:10]=[CH:11][N:12]=[C:7]([NH:6][CH2:5][C:4]5[CH:38]=[CH:39][C:40]([O:42][CH3:43])=[CH:41][C:3]=5[O:2][CH3:1])[C:8]=4[CH:15]=[CH:14]3)[CH2:17]2)[CH3:37])[CH2:29]1, predict the reactants needed to synthesize it. The reactants are: [CH3:1][O:2][C:3]1[CH:41]=[C:40]([O:42][CH3:43])[CH:39]=[CH:38][C:4]=1[CH2:5][NH:6][C:7]1[C:8]2[CH:15]=[CH:14][N:13]([C@H:16]3[C@@H:20]4[O:21][C:22]([CH3:25])([CH3:24])[O:23][C@@H:19]4[C@@H:18]([CH2:26][N:27]([CH3:37])[CH:28]4[CH2:31][CH:30]([CH2:32][CH2:33][C:34]([OH:36])=O)[CH2:29]4)[CH2:17]3)[C:9]=2[N:10]=[CH:11][N:12]=1.C(N(CC)C(C)C)(C)C.[F:53][C:54]([F:65])([F:64])[O:55][C:56]1[CH:57]=[C:58]([NH2:63])[C:59]([NH2:62])=[CH:60][CH:61]=1. (8) Given the product [F:1][C:2]1[C:35]([F:36])=[CH:34][CH:33]=[CH:32][C:3]=1[CH2:4][S:5][C:6]1[N:11]=[C:10]([NH:12][S:13]([N:16]2[CH2:21][CH2:20][O:19][CH2:18][CH2:17]2)(=[O:15])=[O:14])[CH:9]=[C:8]([O:22][C@H:23]([CH3:24])[C@@H:25]([OH:26])[CH2:29][OH:28])[N:7]=1, predict the reactants needed to synthesize it. The reactants are: [F:1][C:2]1[C:35]([F:36])=[CH:34][CH:33]=[CH:32][C:3]=1[CH2:4][S:5][C:6]1[N:11]=[C:10]([NH:12][S:13]([N:16]2[CH2:21][CH2:20][O:19][CH2:18][CH2:17]2)(=[O:15])=[O:14])[CH:9]=[C:8]([O:22][C@@H:23]([C@@H:25]2[CH2:29][O:28]C(C)(C)[O:26]2)[CH3:24])[N:7]=1.C(O)(C(F)(F)F)=O. (9) Given the product [CH2:34]([O:33][C:31]1[N:32]=[C:26]([CH:10]2[CH2:11][CH:12]([C:14]3[CH:19]=[CH:18][C:17]([O:20][C:21]([F:23])([F:24])[F:22])=[C:16]([F:25])[CH:15]=3)[CH2:13][N:8]([C:6]([O:5][C:1]([CH3:3])([CH3:2])[CH3:4])=[O:7])[CH2:9]2)[O:27][N:30]=1)[CH3:35], predict the reactants needed to synthesize it. The reactants are: [C:1]([O:5][C:6]([N:8]1[CH2:13][CH:12]([C:14]2[CH:19]=[CH:18][C:17]([O:20][C:21]([F:24])([F:23])[F:22])=[C:16]([F:25])[CH:15]=2)[CH2:11][CH:10]([C:26](O)=[O:27])[CH2:9]1)=[O:7])([CH3:4])([CH3:3])[CH3:2].O[N:30]=[C:31]([O:33][CH2:34][CH3:35])[NH2:32]. (10) Given the product [Cl:1][C:2]1[CH:7]=[CH:6][CH:5]=[C:4]([CH2:17][CH:12]=[CH2:13])[C:3]=1[OH:8], predict the reactants needed to synthesize it. The reactants are: [Cl:1][C:2]1[CH:7]=[CH:6][CH:5]=[CH:4][C:3]=1[O:8]CC=C.[C:12]1(C)[CH:17]=C(C)C=C(C)[CH:13]=1.